Task: Predict the product of the given reaction.. Dataset: Forward reaction prediction with 1.9M reactions from USPTO patents (1976-2016) (1) The product is: [CH:1]1([CH2:6][CH2:7][C:8]([NH:23][C:15]2[C:14]([CH:11]([CH3:13])[CH3:12])=[C:18]3[N:19]=[CH:20][CH:21]=[CH:22][N:17]3[N:16]=2)=[O:9])[CH2:5][CH2:4][CH2:3][CH2:2]1. Given the reactants [CH:1]1([CH2:6][CH2:7][C:8](Cl)=[O:9])[CH2:5][CH2:4][CH2:3][CH2:2]1.[CH:11]([C:14]1[C:15]([NH2:23])=[N:16][N:17]2[CH:22]=[CH:21][CH:20]=[N:19][C:18]=12)([CH3:13])[CH3:12], predict the reaction product. (2) Given the reactants C([O-])(=O)C.[NH4+].ClC(Cl)(Cl)C[O:9][C:10]([C@@H:12]1[CH2:17][CH2:16][CH2:15][N:14]([C:18](=[O:50])[C@@H:19]([NH:35][C:36](=[O:49])[C@@H:37]([NH:41][C:42](OC(C)(C)C)=[O:43])[CH:38]([CH3:40])[CH3:39])[CH2:20][C:21]2[CH:26]=[CH:25][CH:24]=[C:23]([O:27][Si:28]([C:31]([CH3:34])([CH3:33])[CH3:32])([CH3:30])[CH3:29])[CH:22]=2)[NH:13]1)=[O:11].O1[CH2:57][CH2:56][CH2:55][CH2:54]1, predict the reaction product. The product is: [C:31]([Si:28]([CH3:29])([CH3:30])[O:27][C:23]1[CH:22]=[C:21]([CH2:20][C@H:19]([NH:35][C:36](=[O:49])[C@@H:37]([NH:41][C:42](=[O:43])[CH2:57][CH2:56][CH:55]=[CH2:54])[CH:38]([CH3:40])[CH3:39])[C:18]([N:14]2[CH2:15][CH2:16][CH2:17][C@@H:12]([C:10]([OH:9])=[O:11])[NH:13]2)=[O:50])[CH:26]=[CH:25][CH:24]=1)([CH3:33])([CH3:34])[CH3:32]. (3) Given the reactants [CH3:1][C:2]1[C:7]([O:8][C:9]2[CH:14]=[CH:13][N:12]=[C:11]([NH:15]C(=O)OC(C)(C)C)[CH:10]=2)=[CH:6][CH:5]=[CH:4][N:3]=1.FC(F)(F)C(O)=O, predict the reaction product. The product is: [CH3:1][C:2]1[C:7]([O:8][C:9]2[CH:14]=[CH:13][N:12]=[C:11]([NH2:15])[CH:10]=2)=[CH:6][CH:5]=[CH:4][N:3]=1.